From a dataset of Reaction yield outcomes from USPTO patents with 853,638 reactions. Predict the reaction yield, written as a fraction of the theoretical maximum amount of product (1.0 means a 100% yield; for example, 0.34 means a 34% yield). (1) The reactants are Br[C:2]1[C:7](=[O:8])[N:6]([CH2:9][C:10]2[CH:15]=[CH:14][C:13]([C:16]3[C:17]([C:22]#[N:23])=[CH:18][CH:19]=[CH:20][CH:21]=3)=[CH:12][CH:11]=2)[C:5]([CH2:24][CH2:25][CH3:26])=[N:4][C:3]=1[CH2:27][CH3:28].[F:29][C:30]1[CH:35]=[CH:34][C:33]([F:36])=[CH:32][C:31]=1[OH:37].[OH-].[K+].CS(C)=O. The catalyst is C(OCC)(=O)C. The product is [F:29][C:30]1[CH:35]=[CH:34][C:33]([F:36])=[CH:32][C:31]=1[O:37][C:2]1[C:7](=[O:8])[N:6]([CH2:9][C:10]2[CH:15]=[CH:14][C:13]([C:16]3[C:17]([C:22]#[N:23])=[CH:18][CH:19]=[CH:20][CH:21]=3)=[CH:12][CH:11]=2)[C:5]([CH2:24][CH2:25][CH3:26])=[N:4][C:3]=1[CH2:27][CH3:28]. The yield is 0.520. (2) The reactants are [F:1][C:2]1[CH:9]=[CH:8][C:5]([CH:6]=O)=[CH:4][CH:3]=1.Cl.[O:11]([NH2:14])[CH2:12][CH3:13]. No catalyst specified. The product is [CH2:12]([O:11][N:14]=[CH:6][C:5]1[CH:8]=[CH:9][C:2]([F:1])=[CH:3][CH:4]=1)[CH3:13]. The yield is 0.580. (3) The reactants are [F:1][C:2]1[CH:3]=[C:4]([C@@:15]([C:24]2[CH:29]=[CH:28][C:27]([F:30])=[CH:26][CH:25]=2)([NH2:23])[CH2:16][C:17]2[CH:22]=[CH:21][CH:20]=[CH:19][CH:18]=2)[CH:5]=[C:6]([O:8][C:9]([F:14])([F:13])[CH:10]([F:12])[F:11])[CH:7]=1.[C:31]([O-:34])([O-])=O.[K+].[K+].O.C(Cl)(=O)OC(C)=C.[NH2:45][C@H:46]([CH2:53][O:54][CH2:55][C:56]1[CH:61]=[CH:60][CH:59]=[CH:58][CH:57]=1)[C@@H:47]([OH:52])[C:48]([F:51])([F:50])[F:49]. The catalyst is C1COCC1.CCOC(C)=O. The product is [CH2:55]([O:54][CH2:53][C@@H:46]([NH:45][C:31]([NH:23][C@@:15]([C:4]1[CH:5]=[C:6]([O:8][C:9]([F:14])([F:13])[CH:10]([F:12])[F:11])[CH:7]=[C:2]([F:1])[CH:3]=1)([C:24]1[CH:29]=[CH:28][C:27]([F:30])=[CH:26][CH:25]=1)[CH2:16][C:17]1[CH:22]=[CH:21][CH:20]=[CH:19][CH:18]=1)=[O:34])[C@@H:47]([OH:52])[C:48]([F:51])([F:50])[F:49])[C:56]1[CH:61]=[CH:60][CH:59]=[CH:58][CH:57]=1. The yield is 0.590.